This data is from Peptide-MHC class I binding affinity with 185,985 pairs from IEDB/IMGT. The task is: Regression. Given a peptide amino acid sequence and an MHC pseudo amino acid sequence, predict their binding affinity value. This is MHC class I binding data. The peptide sequence is QQLYTSPSF. The MHC is HLA-B08:03 with pseudo-sequence HLA-B08:03. The binding affinity (normalized) is 0.0847.